From a dataset of Reaction yield outcomes from USPTO patents with 853,638 reactions. Predict the reaction yield, written as a fraction of the theoretical maximum amount of product (1.0 means a 100% yield; for example, 0.34 means a 34% yield). The catalyst is CCO.CCO.CCO.CCO.[Ti].C(OCC)(=O)C. The yield is 0.300. The product is [Br:1][C:2]1[CH:3]=[C:4]([C:9]([C:17]2[CH:16]=[CH:15][CH:14]=[CH:13][C:12]=2[C:11]#[N:18])=[N:10][S:29]([C:26]([CH3:28])([CH3:27])[CH3:25])=[O:30])[CH:5]=[CH:6][C:7]=1[F:8]. The reactants are [Br:1][C:2]1[CH:3]=[C:4]([C:9]2(C3C=CN=CC=3)[C:17]3[C:12](=[CH:13][CH:14]=[CH:15][CH:16]=3)[C:11]([NH2:18])=[N:10]2)[CH:5]=[CH:6][C:7]=1[F:8].[CH3:25][C:26]([S:29](N)=[O:30])([CH3:28])[CH3:27].CO.C(=O)(O)[O-].[Na+].